Dataset: Full USPTO retrosynthesis dataset with 1.9M reactions from patents (1976-2016). Task: Predict the reactants needed to synthesize the given product. Given the product [CH2:19]([O:10][C:5]1[CH:4]=[CH:3][C:2]([Cl:1])=[CH:9][C:6]=1[CH:7]=[O:8])[CH:18]=[CH2:17], predict the reactants needed to synthesize it. The reactants are: [Cl:1][C:2]1[CH:9]=[C:6]([CH:7]=[O:8])[C:5]([OH:10])=[CH:4][CH:3]=1.C(=O)([O-])[O-].[K+].[K+].[CH2:17](Br)[CH:18]=[CH2:19].